Dataset: Forward reaction prediction with 1.9M reactions from USPTO patents (1976-2016). Task: Predict the product of the given reaction. Given the reactants O[C:2]1[C:11]2[C:6](=[N:7][CH:8]=[CH:9][CH:10]=2)[N:5]([C:12]2[CH:17]=[CH:16][CH:15]=[C:14]([O:18][C:19]([F:22])([F:21])[F:20])[CH:13]=2)[C:4](=[O:23])[C:3]=1[C:24](=O)[CH2:25][C:26]1[CH:31]=[CH:30][CH:29]=[CH:28][C:27]=1[CH3:32].O.[NH2:35][NH2:36].C(=O)([O-])O.[Na+], predict the reaction product. The product is: [CH3:32][C:27]1[CH:28]=[CH:29][CH:30]=[CH:31][C:26]=1[CH2:25][C:24]1[C:3]2[C:4](=[O:23])[N:5]([C:12]3[CH:17]=[CH:16][CH:15]=[C:14]([O:18][C:19]([F:21])([F:22])[F:20])[CH:13]=3)[C:6]3[N:7]=[CH:8][CH:9]=[CH:10][C:11]=3[C:2]=2[NH:36][N:35]=1.